Dataset: Forward reaction prediction with 1.9M reactions from USPTO patents (1976-2016). Task: Predict the product of the given reaction. Given the reactants [CH:1]1([S:4]([C:7]2[CH:12]=[CH:11][C:10]([CH:13]([C:21]3[NH:25][C:24]([C:26]4[N:31]=[CH:30][C:29]([CH2:32][N:33]5[CH2:38][C@@H:37]6[CH2:39][C@H:34]5[CH2:35][NH:36]6)=[CH:28][CH:27]=4)=[CH:23][CH:22]=3)[CH2:14][CH:15]3[CH2:20][CH2:19][O:18][CH2:17][CH2:16]3)=[CH:9][CH:8]=2)(=[O:6])=[O:5])[CH2:3][CH2:2]1.[C:40](Cl)(=[O:42])[CH3:41].C(N(CC)CC)C, predict the reaction product. The product is: [C:40]([N:36]1[CH2:35][C@@H:34]2[CH2:39][C@H:37]1[CH2:38][N:33]2[CH2:32][C:29]1[CH:30]=[N:31][C:26]([C:24]2[NH:25][C:21]([CH:13]([C:10]3[CH:9]=[CH:8][C:7]([S:4]([CH:1]4[CH2:2][CH2:3]4)(=[O:5])=[O:6])=[CH:12][CH:11]=3)[CH2:14][CH:15]3[CH2:20][CH2:19][O:18][CH2:17][CH2:16]3)=[CH:22][CH:23]=2)=[CH:27][CH:28]=1)(=[O:42])[CH3:41].